Dataset: Full USPTO retrosynthesis dataset with 1.9M reactions from patents (1976-2016). Task: Predict the reactants needed to synthesize the given product. (1) Given the product [CH2:26]([O:25][C:23]([C:22]1([C:28]([O:30][CH2:31][CH3:32])=[O:29])[CH2:1][C:2]1([CH3:3])[C:4]1[CH:9]=[CH:8][CH:7]=[CH:6][CH:5]=1)=[O:24])[CH3:27], predict the reactants needed to synthesize it. The reactants are: [CH3:1][C:2]([C:4]1[CH:9]=[CH:8][CH:7]=[CH:6][CH:5]=1)=[CH2:3].N12CCCN=C1CCCCC2.Br[CH:22]([C:28]([O:30][CH2:31][CH3:32])=[O:29])[C:23]([O:25][CH2:26][CH3:27])=[O:24]. (2) Given the product [F:22][C:3]1[CH:4]=[C:5]([CH3:21])[C:6]([C:8]2[C:19]([CH3:20])=[N:18][C:11]3[N:12]=[C:13]([NH:16][CH3:17])[N:14]=[CH:15][C:10]=3[CH:9]=2)=[CH:7][C:2]=1[NH:1][C:24](=[O:25])[O:26][C:27]([CH3:29])=[CH2:28], predict the reactants needed to synthesize it. The reactants are: [NH2:1][C:2]1[C:3]([F:22])=[CH:4][C:5]([CH3:21])=[C:6]([C:8]2[C:19]([CH3:20])=[N:18][C:11]3[N:12]=[C:13]([NH:16][CH3:17])[N:14]=[CH:15][C:10]=3[CH:9]=2)[CH:7]=1.Cl[C:24]([O:26][C:27]([CH3:29])=[CH2:28])=[O:25]. (3) Given the product [N:33]1[CH:32]=[CH:31][CH:30]=[C:29]([O:25][C:22]2[CH:21]=[CH:20][C:19]([C:16]3[CH:17]=[CH:18][C:13]4[N:14]([C:10]([C:9]([F:8])([F:26])[F:27])=[N:11][N:12]=4)[CH:15]=3)=[CH:24][CH:23]=2)[N:34]=1, predict the reactants needed to synthesize it. The reactants are: C1(O)C=CC=CC=1.[F:8][C:9]([F:27])([F:26])[C:10]1[N:14]2[CH:15]=[C:16]([C:19]3[CH:24]=[CH:23][C:22]([OH:25])=[CH:21][CH:20]=3)[CH:17]=[CH:18][C:13]2=[N:12][N:11]=1.Cl[C:29]1[CH:30]=[CH:31][C:32]2[N:33](C(C(F)(F)F)=NN=2)[N:34]=1.C([O-])([O-])=O.[Cs+].[Cs+].C(#N)CCC.